This data is from Full USPTO retrosynthesis dataset with 1.9M reactions from patents (1976-2016). The task is: Predict the reactants needed to synthesize the given product. Given the product [NH:34]1[C:35]2[C:31](=[CH:30][CH:29]=[C:28]([C:6]3[O:7][C:8]([C:9]4[CH:10]=[CH:11][C:12]([N:15]5[CH2:20][CH2:19][NH:18][CH2:17][CH2:16]5)=[CH:13][CH:14]=4)=[C:4]([C:1]([NH2:2])=[O:3])[N:5]=3)[CH:36]=2)[CH:32]=[CH:33]1, predict the reactants needed to synthesize it. The reactants are: [C:1]([C:4]1[N:5]=[C:6]([C:28]2[CH:36]=[C:35]3[C:31]([CH:32]=[CH:33][NH:34]3)=[CH:30][CH:29]=2)[O:7][C:8]=1[C:9]1[CH:14]=[CH:13][C:12]([N:15]2[CH2:20][CH2:19][N:18](C(OC(C)(C)C)=O)[CH2:17][CH2:16]2)=[CH:11][CH:10]=1)(=[O:3])[NH2:2].CC1C=CC(S(O)(=O)=O)=CC=1.